Dataset: Full USPTO retrosynthesis dataset with 1.9M reactions from patents (1976-2016). Task: Predict the reactants needed to synthesize the given product. (1) Given the product [CH3:1][O:5][C:6]([N:8]1[CH2:13][CH:12]2[C:10]([C:14]3[CH:19]=[CH:18][C:17]([N:20]4[CH2:24][C@H:23]([CH2:25][NH:26][C:27]([O:29][CH3:30])=[O:28])[O:22][C:21]4=[O:31])=[CH:16][CH:15]=3)([CH2:11]2)[CH2:9]1)=[O:7], predict the reactants needed to synthesize it. The reactants are: [C:1]([O:5][C:6]([N:8]1[CH2:13][CH:12]2[C:10]([C:14]3[CH:19]=[CH:18][C:17]([N:20]4[CH2:24][C@H:23]([CH2:25][NH:26][C:27]([O:29][CH3:30])=[O:28])[O:22][C:21]4=[O:31])=[CH:16][CH:15]=3)([CH2:11]2)[CH2:9]1)=[O:7])(C)(C)C.Cl. (2) Given the product [C:52]([C:51]1[NH:11][C:3]2[C:2]([C:50]=1[CH2:49][CH:48]([O:56][CH3:57])[O:47][CH3:46])=[CH:7][CH:6]=[C:5]([N+:8]([O-:10])=[O:9])[CH:4]=2)([CH3:55])([CH3:53])[CH3:54], predict the reactants needed to synthesize it. The reactants are: Br[C:2]1[CH:7]=[CH:6][C:5]([N+:8]([O-:10])=[O:9])=[CH:4][C:3]=1[NH2:11].C1(P(C2CCCCC2)C2C=CC=CC=2C2C(C(C)C)=CC(C(C)C)=CC=2C(C)C)CCCCC1.[CH3:46][O:47][CH:48]([O:56][CH3:57])[CH2:49][C:50]#[C:51][C:52]([CH3:55])([CH3:54])[CH3:53].C1(N(C2CCCCC2)C)CCCCC1. (3) Given the product [CH:13]([C:10]1[CH:11]=[CH:12][C:7]([N:6]2[C:4](=[O:5])[C:3]3[C:2](=[CH:20][CH:19]=[CH:18][CH:17]=3)[N:1]=[C:31]2[C:30]2[CH:29]=[N:28][C:27]([N:21]3[CH2:26][CH2:25][CH2:24][CH2:23][CH2:22]3)=[CH:34][CH:33]=2)=[CH:8][CH:9]=1)([CH2:15][CH3:16])[CH3:14], predict the reactants needed to synthesize it. The reactants are: [NH2:1][C:2]1[CH:20]=[CH:19][CH:18]=[CH:17][C:3]=1[C:4]([NH:6][C:7]1[CH:12]=[CH:11][C:10]([CH:13]([CH2:15][CH3:16])[CH3:14])=[CH:9][CH:8]=1)=[O:5].[N:21]1([C:27]2[CH:34]=[CH:33][C:30]([CH:31]=O)=[CH:29][N:28]=2)[CH2:26][CH2:25][CH2:24][CH2:23][CH2:22]1. (4) The reactants are: [NH:1]1[C:5]2=[C:6]([NH:10][C:11](=[O:13])[CH3:12])[N:7]=[CH:8][CH:9]=[C:4]2[CH:3]=[CH:2]1.[C:14]([C:16]1[CH:24]=[C:23]([Cl:25])[C:19]([C:20](Cl)=[O:21])=[C:18]([Cl:26])[CH:17]=1)#[N:15]. Given the product [Cl:25][C:23]1[CH:24]=[C:16]([C:14]#[N:15])[CH:17]=[C:18]([Cl:26])[C:19]=1[C:20]([C:3]1[C:4]2[C:5](=[C:6]([NH:10][C:11](=[O:13])[CH3:12])[N:7]=[CH:8][CH:9]=2)[NH:1][CH:2]=1)=[O:21], predict the reactants needed to synthesize it. (5) Given the product [CH3:16][C:7]1[CH:2]=[CH:3][C:4]([O:10][C@H:11]([CH2:13][CH:14]=[CH2:15])[CH3:12])=[C:5]([CH:6]=1)[CH:8]=[O:9], predict the reactants needed to synthesize it. The reactants are: C[C:2]1[CH:7]=[CH:6][C:5]([CH2:8][OH:9])=[C:4]([O:10][C@H:11]([CH2:13][CH:14]=[CH2:15])[CH3:12])[CH:3]=1.[CH3:16]C(OI1(OC(C)=O)(OC(C)=O)OC(=O)C2C=CC=CC1=2)=O. (6) Given the product [CH3:1][C:2]1[C:6]([CH:7]=[O:8])=[C:5]([CH3:9])[O:4][N:3]=1, predict the reactants needed to synthesize it. The reactants are: [CH3:1][C:2]1[C:6]([CH2:7][OH:8])=[C:5]([CH3:9])[O:4][N:3]=1. (7) Given the product [CH3:1][C:2]1[C:6]([CH2:7][OH:8])=[CH:5][N:4]([C:12]2[CH:17]=[CH:16][C:15]([C:18]([F:21])([F:19])[F:20])=[CH:14][N:13]=2)[N:3]=1, predict the reactants needed to synthesize it. The reactants are: [CH3:1][C:2]1[C:6]([C:7](OCC)=[O:8])=[CH:5][N:4]([C:12]2[CH:17]=[CH:16][C:15]([C:18]([F:21])([F:20])[F:19])=[CH:14][N:13]=2)[N:3]=1.[H-].C([Al+]CC(C)C)C(C)C.Cl.